Dataset: Peptide-MHC class I binding affinity with 185,985 pairs from IEDB/IMGT. Task: Regression. Given a peptide amino acid sequence and an MHC pseudo amino acid sequence, predict their binding affinity value. This is MHC class I binding data. (1) The peptide sequence is VAPMVGGMM. The MHC is HLA-A31:01 with pseudo-sequence HLA-A31:01. The binding affinity (normalized) is 0.0847. (2) The peptide sequence is GLFKTNTGTI. The MHC is HLA-A02:03 with pseudo-sequence HLA-A02:03. The binding affinity (normalized) is 0.646. (3) The peptide sequence is AFEDLRVSSFI. The MHC is HLA-A26:01 with pseudo-sequence HLA-A26:01. The binding affinity (normalized) is 0. (4) The peptide sequence is PLRPMTYK. The MHC is HLA-B54:01 with pseudo-sequence HLA-B54:01. The binding affinity (normalized) is 0. (5) The peptide sequence is DWAHNGLRDL. The MHC is Patr-A0901 with pseudo-sequence Patr-A0901. The binding affinity (normalized) is 0. (6) The peptide sequence is SLPKTSGHY. The MHC is HLA-A02:03 with pseudo-sequence HLA-A02:03. The binding affinity (normalized) is 0. (7) The peptide sequence is ISFEAPVSI. The MHC is H-2-Kb with pseudo-sequence H-2-Kb. The binding affinity (normalized) is 0.350.